The task is: Regression. Given a peptide amino acid sequence and an MHC pseudo amino acid sequence, predict their binding affinity value. This is MHC class I binding data.. This data is from Peptide-MHC class I binding affinity with 185,985 pairs from IEDB/IMGT. (1) The peptide sequence is ELMYIFAAL. The MHC is HLA-B08:01 with pseudo-sequence HLA-B08:01. The binding affinity (normalized) is 0.684. (2) The peptide sequence is YFDDVTAFL. The MHC is HLA-A02:12 with pseudo-sequence HLA-A02:12. The binding affinity (normalized) is 0.763. (3) The peptide sequence is EIARIENEMK. The MHC is HLA-A68:01 with pseudo-sequence HLA-A68:01. The binding affinity (normalized) is 0.819. (4) The binding affinity (normalized) is 0.510. The MHC is HLA-A29:02 with pseudo-sequence HLA-A29:02. The peptide sequence is FLSHHFTLV. (5) The peptide sequence is TAYCPLQHW. The MHC is HLA-B14:02 with pseudo-sequence HLA-B14:02. The binding affinity (normalized) is 0.213.